This data is from NCI-60 drug combinations with 297,098 pairs across 59 cell lines. The task is: Regression. Given two drug SMILES strings and cell line genomic features, predict the synergy score measuring deviation from expected non-interaction effect. (1) Synergy scores: CSS=29.0, Synergy_ZIP=1.02, Synergy_Bliss=6.52, Synergy_Loewe=5.62, Synergy_HSA=9.48. Drug 1: COC1=CC(=CC(=C1O)OC)C2C3C(COC3=O)C(C4=CC5=C(C=C24)OCO5)OC6C(C(C7C(O6)COC(O7)C8=CC=CS8)O)O. Drug 2: C1=C(C(=O)NC(=O)N1)N(CCCl)CCCl. Cell line: OVCAR-5. (2) Drug 1: CN1C(=O)N2C=NC(=C2N=N1)C(=O)N. Drug 2: CC1CCC2CC(C(=CC=CC=CC(CC(C(=O)C(C(C(=CC(C(=O)CC(OC(=O)C3CCCCN3C(=O)C(=O)C1(O2)O)C(C)CC4CCC(C(C4)OC)OCCO)C)C)O)OC)C)C)C)OC. Cell line: HOP-62. Synergy scores: CSS=-13.4, Synergy_ZIP=7.28, Synergy_Bliss=5.39, Synergy_Loewe=-2.02, Synergy_HSA=-3.73. (3) Drug 1: CCC(=C(C1=CC=CC=C1)C2=CC=C(C=C2)OCCN(C)C)C3=CC=CC=C3.C(C(=O)O)C(CC(=O)O)(C(=O)O)O. Drug 2: CS(=O)(=O)OCCCCOS(=O)(=O)C. Cell line: COLO 205. Synergy scores: CSS=20.1, Synergy_ZIP=-3.05, Synergy_Bliss=3.50, Synergy_Loewe=5.00, Synergy_HSA=3.40. (4) Drug 1: CC12CCC3C(C1CCC2=O)CC(=C)C4=CC(=O)C=CC34C. Drug 2: CC1C(C(=O)NC(C(=O)N2CCCC2C(=O)N(CC(=O)N(C(C(=O)O1)C(C)C)C)C)C(C)C)NC(=O)C3=C4C(=C(C=C3)C)OC5=C(C(=O)C(=C(C5=N4)C(=O)NC6C(OC(=O)C(N(C(=O)CN(C(=O)C7CCCN7C(=O)C(NC6=O)C(C)C)C)C)C(C)C)C)N)C. Cell line: OVCAR3. Synergy scores: CSS=50.6, Synergy_ZIP=0.422, Synergy_Bliss=0.335, Synergy_Loewe=0.146, Synergy_HSA=0.0764. (5) Drug 1: CC(C1=C(C=CC(=C1Cl)F)Cl)OC2=C(N=CC(=C2)C3=CN(N=C3)C4CCNCC4)N. Drug 2: CNC(=O)C1=CC=CC=C1SC2=CC3=C(C=C2)C(=NN3)C=CC4=CC=CC=N4. Cell line: IGROV1. Synergy scores: CSS=8.74, Synergy_ZIP=0.213, Synergy_Bliss=5.31, Synergy_Loewe=4.12, Synergy_HSA=4.19.